From a dataset of Experimentally validated miRNA-target interactions with 360,000+ pairs, plus equal number of negative samples. Binary Classification. Given a miRNA mature sequence and a target amino acid sequence, predict their likelihood of interaction. The miRNA is hsa-miR-188-3p with sequence CUCCCACAUGCAGGGUUUGCA. The protein sequence of the target gene is MSRGPSSAVLPSALGSRKLGPRSLSCLSDLDGGVALEPRACRPPGSPGRAPPPTPAPSGCDPRLRPIILRRARSLPSSPERRQKAAGAPGAACRPGCSQKLRVRFADALGLELAQVKVFNAGDDPSVPLHVLSRLAINSDLCCSSQDLEFTLHCLVPDFPPPVEAADFGERLQRQLVCLERVTCSDLGISGTVRVCNVAFEKQVAVRYTFSGWRSTHEAVARWRGPAGPEGTEDVFTFGFPVPPFLLELGSRVHFAVRYQVAGAEYWDNNDHRDYSLTCRNHALHMPRGECEESWIHFI. Result: 1 (interaction).